This data is from hERG potassium channel inhibition data for cardiac toxicity prediction from Karim et al.. The task is: Regression/Classification. Given a drug SMILES string, predict its toxicity properties. Task type varies by dataset: regression for continuous values (e.g., LD50, hERG inhibition percentage) or binary classification for toxic/non-toxic outcomes (e.g., AMES mutagenicity, cardiotoxicity, hepatotoxicity). Dataset: herg_karim. The compound is CC(C)C1(C(=O)NCc2cc(C(F)(F)F)cc(C(F)(F)F)c2)CCC(N2CCC(c3ccncn3)CC2)C1. The result is 1 (blocker).